From a dataset of Full USPTO retrosynthesis dataset with 1.9M reactions from patents (1976-2016). Predict the reactants needed to synthesize the given product. (1) Given the product [CH3:14][N:11]1[CH2:10][CH2:9][CH:8]([C:6]2[N:7]=[C:2]([NH:37][C:34]3[CH:35]=[CH:36][C:28]4[O:27][CH2:32][CH2:31][NH:30][C:29]=4[CH:33]=3)[C:3]3[NH:17][N:16]=[CH:15][C:4]=3[N:5]=2)[CH2:13][CH2:12]1, predict the reactants needed to synthesize it. The reactants are: Cl[C:2]1[C:3]2[C:4](=[CH:15][N:16](CC3C=CC(OC)=CC=3)[N:17]=2)[N:5]=[C:6]([CH:8]2[CH2:13][CH2:12][N:11]([CH3:14])[CH2:10][CH2:9]2)[N:7]=1.[O:27]1[CH2:32][CH2:31][NH:30][C:29]2[CH:33]=[C:34]([NH2:37])[CH:35]=[CH:36][C:28]1=2.Cl. (2) Given the product [CH2:1]([S:8][C:9]1[N:14]=[C:13]([N:15]([CH2:24][O:25][CH2:26][CH2:27][Si:28]([CH3:31])([CH3:30])[CH3:29])[S:16]([N:19]2[CH2:23][CH2:22][CH2:21][CH2:20]2)(=[O:18])=[O:17])[CH:12]=[C:11]([NH:33][C@H:34]([CH3:35])[CH2:36][OH:37])[N:10]=1)[C:2]1[CH:7]=[CH:6][CH:5]=[CH:4][CH:3]=1, predict the reactants needed to synthesize it. The reactants are: [CH2:1]([S:8][C:9]1[N:14]=[C:13]([N:15]([CH2:24][O:25][CH2:26][CH2:27][Si:28]([CH3:31])([CH3:30])[CH3:29])[S:16]([N:19]2[CH2:23][CH2:22][CH2:21][CH2:20]2)(=[O:18])=[O:17])[CH:12]=[C:11](Cl)[N:10]=1)[C:2]1[CH:7]=[CH:6][CH:5]=[CH:4][CH:3]=1.[NH2:33][C@@H:34]([CH2:36][OH:37])[CH3:35]. (3) Given the product [Cl:1][C:2]1[CH:7]=[CH:6][C:5]([S:8]([N:11]([CH2:19][C:20]2[CH:21]=[CH:22][C:23]([C:24]([OH:26])=[O:25])=[CH:28][CH:29]=2)[CH2:12][C:13]2[CH:18]=[CH:17][CH:16]=[CH:15][N:14]=2)(=[O:10])=[O:9])=[CH:4][CH:3]=1, predict the reactants needed to synthesize it. The reactants are: [Cl:1][C:2]1[CH:7]=[CH:6][C:5]([S:8]([N:11]([CH2:19][C:20]2[CH:29]=[CH:28][C:23]([C:24]([O:26]C)=[O:25])=[CH:22][CH:21]=2)[CH2:12][C:13]2[CH:18]=[CH:17][CH:16]=[CH:15][N:14]=2)(=[O:10])=[O:9])=[CH:4][CH:3]=1.[OH-].[Na+].O. (4) Given the product [Si:55]([O:62][CH2:63][CH2:64][N:65]([CH:66]([CH3:68])[CH3:67])[C:25]([C:10]1[C:9]([O:8][CH2:1][C:2]2[CH:7]=[CH:6][CH:5]=[CH:4][CH:3]=2)=[C:14]([OH:15])[N:13]=[C:12]([CH2:16][C:17]2[CH:22]=[CH:21][CH:20]=[C:19]([Cl:23])[C:18]=2[Cl:24])[N:11]=1)=[O:27])([C:58]([CH3:61])([CH3:60])[CH3:59])([CH3:57])[CH3:56], predict the reactants needed to synthesize it. The reactants are: [CH2:1]([O:8][C:9]1[C:10]([C:25]([OH:27])=O)=[N:11][C:12]([CH2:16][C:17]2[CH:22]=[CH:21][CH:20]=[C:19]([Cl:23])[C:18]=2[Cl:24])=[N:13][C:14]=1[OH:15])[C:2]1[CH:7]=[CH:6][CH:5]=[CH:4][CH:3]=1.C(N(CC)C(C)C)(C)C.C(P1(=O)OP(CCC)(=O)OP(CCC)(=O)O1)CC.[Si:55]([O:62][CH2:63][CH2:64][NH:65][CH:66]([CH3:68])[CH3:67])([C:58]([CH3:61])([CH3:60])[CH3:59])([CH3:57])[CH3:56]. (5) Given the product [C:44]([O:48][C:49](=[O:50])[NH:51][CH2:52][CH2:53][O:54][CH2:55][CH2:56][O:57][CH2:58][CH2:59][O:60][CH2:61][CH2:62][O:63][CH2:64][CH2:65][C:66](=[O:67])[NH:1][CH2:2][CH2:3][N:4]1[CH2:9][CH2:8][N:7]([CH2:10]/[CH:11]=[CH:12]/[C:13](=[O:14])[N:15]2[CH2:16][CH2:17][CH:18]([N:21]3[C:29]4[C:28]([O:30][C:31]5[CH:32]=[CH:33][C:34]([O:37][C:38]6[CH:39]=[CH:40][CH:41]=[CH:42][CH:43]=6)=[CH:35][CH:36]=5)=[N:27][CH:26]=[N:25][C:24]=4[CH:23]=[CH:22]3)[CH2:19][CH2:20]2)[CH2:6][CH2:5]1)([CH3:47])([CH3:45])[CH3:46], predict the reactants needed to synthesize it. The reactants are: [NH2:1][CH2:2][CH2:3][N:4]1[CH2:9][CH2:8][N:7]([CH2:10]/[CH:11]=[CH:12]/[C:13]([N:15]2[CH2:20][CH2:19][CH:18]([N:21]3[C:29]4[C:28]([O:30][C:31]5[CH:36]=[CH:35][C:34]([O:37][C:38]6[CH:43]=[CH:42][CH:41]=[CH:40][CH:39]=6)=[CH:33][CH:32]=5)=[N:27][CH:26]=[N:25][C:24]=4[CH:23]=[CH:22]3)[CH2:17][CH2:16]2)=[O:14])[CH2:6][CH2:5]1.[C:44]([O:48][C:49]([NH:51][CH2:52][CH2:53][O:54][CH2:55][CH2:56][O:57][CH2:58][CH2:59][O:60][CH2:61][CH2:62][O:63][CH2:64][CH2:65][C:66](O)=[O:67])=[O:50])([CH3:47])([CH3:46])[CH3:45].C(N(CC)CC)C.C(P1(=O)OP(CCC)(=O)OP(CCC)(=O)O1)CC. (6) Given the product [NH2:8][C:5]1[CH:6]=[CH:7][C:2]([N:14]2[CH2:13][CH2:12][N:11]([CH2:17][C:18]([O:20][CH2:21][CH3:22])=[O:19])[CH2:16][CH2:15]2)=[N:3][CH:4]=1, predict the reactants needed to synthesize it. The reactants are: Cl[C:2]1[CH:7]=[CH:6][C:5]([N+:8]([O-])=O)=[CH:4][N:3]=1.[N:11]1([CH2:17][C:18]([O:20][CH2:21][CH3:22])=[O:19])[CH2:16][CH2:15][NH:14][CH2:13][CH2:12]1. (7) Given the product [CH2:30]([O:29][C:17]1[CH:16]=[C:15]([C:14](=[O:13])[CH2:38][C:39]([C:41]2[CH:42]=[CH:43][C:44]([OH:48])=[CH:45][C:46]=2[OH:47])=[O:40])[CH:20]=[CH:19][C:18]=1[O:21][CH2:22][C:23]1[CH:24]=[CH:25][CH:26]=[CH:27][CH:28]=1)[C:31]1[CH:32]=[CH:33][CH:34]=[CH:35][CH:36]=1, predict the reactants needed to synthesize it. The reactants are: C[Si](C)(C)N[Si](C)(C)C.[Li].C([O:13][C:14](=O)[C:15]1[CH:20]=[CH:19][C:18]([O:21][CH2:22][C:23]2[CH:28]=[CH:27][CH:26]=[CH:25][CH:24]=2)=[C:17]([O:29][CH2:30][C:31]2[CH:36]=[CH:35][CH:34]=[CH:33][CH:32]=2)[CH:16]=1)C.[CH3:38][C:39]([C:41]1[CH:42]=[CH:43][C:44]([OH:48])=[CH:45][C:46]=1[OH:47])=[O:40].